This data is from Forward reaction prediction with 1.9M reactions from USPTO patents (1976-2016). The task is: Predict the product of the given reaction. (1) Given the reactants C(OC(=O)[NH:7][C@H:8]1[CH2:13][CH2:12][C@H:11]([CH2:14][CH2:15][N:16]2[CH2:21][CH2:20][N:19]([C:22]3[C:27]4[CH:28]=[CH:29][O:30][C:26]=4[CH:25]=[CH:24][N:23]=3)[CH2:18][CH2:17]2)[CH2:10][CH2:9]1)(C)(C)C.[ClH:32].CCOC(C)=O, predict the reaction product. The product is: [ClH:32].[ClH:32].[ClH:32].[O:30]1[C:26]2[CH:25]=[CH:24][N:23]=[C:22]([N:19]3[CH2:20][CH2:21][N:16]([CH2:15][CH2:14][C@H:11]4[CH2:12][CH2:13][C@H:8]([NH2:7])[CH2:9][CH2:10]4)[CH2:17][CH2:18]3)[C:27]=2[CH:28]=[CH:29]1. (2) Given the reactants [Cl:1][C:2]1[CH:7]=[CH:6][CH:5]=[CH:4][C:3]=1[C:8]1[O:12][N:11]=[CH:10][C:9]=1[C:13]([OH:15])=O.[CH3:16][CH:17]1[CH2:22][CH:21]([CH3:23])[CH2:20][NH:19][CH2:18]1, predict the reaction product. The product is: [Cl:1][C:2]1[CH:7]=[CH:6][CH:5]=[CH:4][C:3]=1[C:8]1[O:12][N:11]=[CH:10][C:9]=1[C:13]([N:19]1[CH2:20][CH:21]([CH3:23])[CH2:22][CH:17]([CH3:16])[CH2:18]1)=[O:15]. (3) The product is: [Br:7][C:8]1[CH:16]=[CH:12][C:11]([F:17])=[C:1]([CH:9]=1)[C:2]([Cl:4])=[O:3]. Given the reactants [C:1](Cl)(=O)[C:2]([Cl:4])=[O:3].[Br:7][C:8]1[CH:9]=C[C:11]([F:17])=[C:12]([CH:16]=1)C(O)=O, predict the reaction product. (4) Given the reactants C[SiH](C)C1C=CC=CC=1[SiH](C)C.[CH3:13][N:14]([CH3:25])[C:15](=O)[CH2:16][CH2:17][C:18]1[CH:23]=[CH:22][CH:21]=[CH:20][CH:19]=1, predict the reaction product. The product is: [CH3:13][N:14]([CH2:15][CH2:16][CH2:17][C:18]1[CH:23]=[CH:22][CH:21]=[CH:20][CH:19]=1)[CH3:25].